This data is from NCI-60 drug combinations with 297,098 pairs across 59 cell lines. The task is: Regression. Given two drug SMILES strings and cell line genomic features, predict the synergy score measuring deviation from expected non-interaction effect. (1) Drug 1: CC1=C(C=C(C=C1)NC2=NC=CC(=N2)N(C)C3=CC4=NN(C(=C4C=C3)C)C)S(=O)(=O)N.Cl. Drug 2: C1=CN(C=N1)CC(O)(P(=O)(O)O)P(=O)(O)O. Cell line: SR. Synergy scores: CSS=25.0, Synergy_ZIP=3.70, Synergy_Bliss=8.00, Synergy_Loewe=15.0, Synergy_HSA=11.6. (2) Drug 1: CC1=C2C(C(=O)C3(C(CC4C(C3C(C(C2(C)C)(CC1OC(=O)C(C(C5=CC=CC=C5)NC(=O)OC(C)(C)C)O)O)OC(=O)C6=CC=CC=C6)(CO4)OC(=O)C)OC)C)OC. Drug 2: C1CC(=O)NC(=O)C1N2CC3=C(C2=O)C=CC=C3N. Cell line: UACC-257. Synergy scores: CSS=7.45, Synergy_ZIP=0.199, Synergy_Bliss=-2.91, Synergy_Loewe=-12.8, Synergy_HSA=-1.34. (3) Drug 1: C1C(C(OC1N2C=C(C(=O)NC2=O)F)CO)O. Drug 2: CC(C)CN1C=NC2=C1C3=CC=CC=C3N=C2N. Cell line: HOP-92. Synergy scores: CSS=17.3, Synergy_ZIP=-2.66, Synergy_Bliss=0.456, Synergy_Loewe=-5.37, Synergy_HSA=0.126. (4) Drug 1: C1C(C(OC1N2C=NC3=C(N=C(N=C32)Cl)N)CO)O. Drug 2: C1CC(C1)(C(=O)O)C(=O)O.[NH2-].[NH2-].[Pt+2]. Cell line: OVCAR3. Synergy scores: CSS=16.9, Synergy_ZIP=-2.93, Synergy_Bliss=8.39, Synergy_Loewe=4.40, Synergy_HSA=8.41. (5) Cell line: NCI-H522. Drug 2: CCN(CC)CCCC(C)NC1=C2C=C(C=CC2=NC3=C1C=CC(=C3)Cl)OC. Synergy scores: CSS=6.84, Synergy_ZIP=-1.21, Synergy_Bliss=1.64, Synergy_Loewe=-3.25, Synergy_HSA=0.359. Drug 1: CC1C(C(CC(O1)OC2CC(CC3=C2C(=C4C(=C3O)C(=O)C5=C(C4=O)C(=CC=C5)OC)O)(C(=O)CO)O)N)O.Cl. (6) Drug 1: C1=CC(=C2C(=C1NCCNCCO)C(=O)C3=C(C=CC(=C3C2=O)O)O)NCCNCCO. Drug 2: CC1C(C(=O)NC(C(=O)N2CCCC2C(=O)N(CC(=O)N(C(C(=O)O1)C(C)C)C)C)C(C)C)NC(=O)C3=C4C(=C(C=C3)C)OC5=C(C(=O)C(=C(C5=N4)C(=O)NC6C(OC(=O)C(N(C(=O)CN(C(=O)C7CCCN7C(=O)C(NC6=O)C(C)C)C)C)C(C)C)C)N)C. Cell line: NCI-H522. Synergy scores: CSS=50.1, Synergy_ZIP=15.2, Synergy_Bliss=15.3, Synergy_Loewe=14.0, Synergy_HSA=15.3. (7) Drug 1: C1=CC(=C2C(=C1NCCNCCO)C(=O)C3=C(C=CC(=C3C2=O)O)O)NCCNCCO. Drug 2: CC1=C2C(C(=O)C3(C(CC4C(C3C(C(C2(C)C)(CC1OC(=O)C(C(C5=CC=CC=C5)NC(=O)OC(C)(C)C)O)O)OC(=O)C6=CC=CC=C6)(CO4)OC(=O)C)O)C)O. Cell line: SNB-19. Synergy scores: CSS=41.1, Synergy_ZIP=-8.37, Synergy_Bliss=-7.97, Synergy_Loewe=-5.64, Synergy_HSA=-2.72. (8) Drug 1: CN(C)N=NC1=C(NC=N1)C(=O)N. Drug 2: C1CN(P(=O)(OC1)NCCCl)CCCl. Cell line: SK-MEL-5. Synergy scores: CSS=-4.16, Synergy_ZIP=-0.154, Synergy_Bliss=-4.51, Synergy_Loewe=-13.1, Synergy_HSA=-7.32.